From a dataset of Peptide-MHC class I binding affinity with 185,985 pairs from IEDB/IMGT. Regression. Given a peptide amino acid sequence and an MHC pseudo amino acid sequence, predict their binding affinity value. This is MHC class I binding data. (1) The peptide sequence is TVNVILRPK. The MHC is HLA-A02:01 with pseudo-sequence HLA-A02:01. The binding affinity (normalized) is 0.227. (2) The peptide sequence is YQAVVPLVY. The MHC is HLA-A68:02 with pseudo-sequence HLA-A68:02. The binding affinity (normalized) is 0. (3) The peptide sequence is EEIRRIWRQ. The MHC is HLA-B08:02 with pseudo-sequence HLA-B08:02. The binding affinity (normalized) is 0.0847. (4) The peptide sequence is RRGKANKPR. The MHC is HLA-A01:01 with pseudo-sequence HLA-A01:01. The binding affinity (normalized) is 0.0847. (5) The MHC is HLA-A69:01 with pseudo-sequence HLA-A69:01. The peptide sequence is SLFTEQAFY. The binding affinity (normalized) is 0.0847.